From a dataset of Forward reaction prediction with 1.9M reactions from USPTO patents (1976-2016). Predict the product of the given reaction. (1) Given the reactants C(O)C.C([O:8][C:9](=O)[CH2:10][CH2:11][N:12]([C:17]1[C:22]([NH2:23])=[CH:21][N:20]=[C:19]([Cl:24])[N:18]=1)[CH2:13][CH2:14][CH2:15][CH3:16])(C)(C)C, predict the reaction product. The product is: [CH2:13]([N:12]1[CH2:11][CH2:10][C:9](=[O:8])[NH:23][C:22]2[CH:21]=[N:20][C:19]([Cl:24])=[N:18][C:17]1=2)[CH2:14][CH2:15][CH3:16]. (2) Given the reactants Cl[C:2]([O:4][CH2:5][CH3:6])=[O:3].[CH2:7]([C:9]1[CH:14]=[C:13]([CH3:15])[CH:12]=[C:11]([CH2:16][CH3:17])[C:10]=1[CH:18]1[C:26](=[O:27])[CH:25]2[CH:20]([CH:21]3[O:28][CH:24]2[CH2:23][CH2:22]3)[C:19]1=[O:29])[CH3:8].C(N(CC)CC)C, predict the reaction product. The product is: [CH2:5]([O:4][C:2](=[O:3])[O:29][C:19]1[CH:20]2[CH:25]([C:26](=[O:27])[C:18]=1[C:10]1[C:11]([CH2:16][CH3:17])=[CH:12][C:13]([CH3:15])=[CH:14][C:9]=1[CH2:7][CH3:8])[CH:24]1[O:28][CH:21]2[CH2:22][CH2:23]1)[CH3:6]. (3) Given the reactants C[O:2][C:3]([C:5]1[CH:9]=[C:8]([C:10]2[CH:15]=[CH:14][CH:13]=[CH:12][CH:11]=2)[S:7][CH:6]=1)=O, predict the reaction product. The product is: [C:10]1([C:8]2[S:7][CH:6]=[C:5]([CH2:3][OH:2])[CH:9]=2)[CH:15]=[CH:14][CH:13]=[CH:12][CH:11]=1. (4) Given the reactants Br[CH2:2][CH2:3][CH:4]([C:9]1[S:10][C:11]2[CH:18]=[C:17]([C:19]([F:22])([F:21])[F:20])[CH:16]=[CH:15][C:12]=2[C:13]=1[CH3:14])[CH2:5][CH2:6][CH2:7][CH3:8].C(=O)([O-])[O-].[Cs+].[Cs+].[OH:29][C:30]1[CH:35]=[CH:34][C:33]([O:36][CH2:37][C:38]([O:40][CH2:41][CH3:42])=[O:39])=[C:32]([CH3:43])[CH:31]=1, predict the reaction product. The product is: [CH3:43][C:32]1[CH:31]=[C:30]([O:29][CH2:2][CH2:3][CH:4]([C:9]2[S:10][C:11]3[CH:18]=[C:17]([C:19]([F:22])([F:21])[F:20])[CH:16]=[CH:15][C:12]=3[C:13]=2[CH3:14])[CH2:5][CH2:6][CH2:7][CH3:8])[CH:35]=[CH:34][C:33]=1[O:36][CH2:37][C:38]([O:40][CH2:41][CH3:42])=[O:39]. (5) Given the reactants [Na+].[N:2]1([C:8]([C:10]2[N:11]=[C:12]([N:15]3[CH2:18][CH:17]([S:19][C:20]4[C@H:21]([CH3:34])[C@@H:22]5[C@@H:29]([C@H:30]([OH:32])[CH3:31])[C:28](=[O:33])[N:23]5[C:24]=4[C:25]([O-:27])=[O:26])[CH2:16]3)[S:13][CH:14]=2)=[O:9])[CH2:7][CH2:6][CH2:5][CH2:4][CH2:3]1.[C:35](O)(=O)C.NN.C1(P(OC2[C@H](C)[C@H]3[C@@H]([C@H](O)C)C(=O)N3C=2C(O[CH2:64][C:65]2[CH:70]=[CH:69][C:68]([N+:71]([O-:73])=[O:72])=[CH:67][CH:66]=2)=O)(C2C=CC=CC=2)=O)C=CC=CC=1.C(N(C(C)C)CC)(C)C.C(=O)([O-])O.[Na+], predict the reaction product. The product is: [C:3]1([NH:2][C:8]([C:10]2[N:11]=[C:12]([N:15]3[CH2:18][CH:17]([S:19][C:20]4[C@H:21]([CH3:34])[C@@H:22]5[C@@H:29]([C@H:30]([OH:32])[CH3:31])[C:28](=[O:33])[N:23]5[C:24]=4[C:25]([O:27][CH2:64][C:65]4[CH:66]=[CH:67][C:68]([N+:71]([O-:73])=[O:72])=[CH:69][CH:70]=4)=[O:26])[CH2:16]3)[S:13][CH:14]=2)=[O:9])[CH:35]=[CH:7][CH:6]=[CH:5][CH:4]=1. (6) Given the reactants [N+:1]([C:4]1[CH:5]=[C:6]([OH:12])[C:7]([O:10][CH3:11])=[CH:8][CH:9]=1)([O-:3])=[O:2].[CH:13]([N:15]1[CH2:20][CH2:19][CH:18](CO)[CH2:17][CH2:16]1)=[O:14].[C:23]1(P(C2C=CC=CC=2)C2C=CC=CC=2)C=CC=CC=1.N(C(OC(C)C)=O)=NC(OC(C)C)=O, predict the reaction product. The product is: [CH:13]([N:15]1[CH2:20][CH2:19][CH:18]([CH2:11][O:10][C:7]2[CH:8]=[CH:9][C:4]([N+:1]([O-:3])=[O:2])=[CH:5][C:6]=2[O:12][CH3:23])[CH2:17][CH2:16]1)=[O:14]. (7) Given the reactants [O:1]=[C:2]1[NH:6][CH2:5][CH2:4][N:3]1[C:7]1[CH:8]=[C:9]([CH:13]=[CH:14][N:15]=1)[C:10]([O-:12])=[O:11].[H-].[Na+].Br[CH2:19][C:20]1[CH:25]=[CH:24][C:23]([F:26])=[CH:22][CH:21]=1.[CH3:27]N(C)C=O, predict the reaction product. The product is: [F:26][C:23]1[CH:24]=[CH:25][C:20]([CH2:19][N:6]2[CH2:5][CH2:4][N:3]([C:7]3[CH:8]=[C:9]([CH:13]=[CH:14][N:15]=3)[C:10]([O:12][CH3:27])=[O:11])[C:2]2=[O:1])=[CH:21][CH:22]=1. (8) Given the reactants [C:1]([O:5][C:6]([N:8]1[CH2:13][CH2:12][CH:11]([CH2:14][CH2:15]/[CH:16]=[CH:17]/[C:18]2[CH:23]=[CH:22][C:21]([C:24]([O:26][CH3:27])=[O:25])=[CH:20][CH:19]=2)[CH2:10][CH2:9]1)=[O:7])([CH3:4])([CH3:3])[CH3:2], predict the reaction product. The product is: [C:1]([O:5][C:6]([N:8]1[CH2:13][CH2:12][CH:11]([CH2:14][CH2:15][CH2:16][CH2:17][C:18]2[CH:23]=[CH:22][C:21]([C:24]([O:26][CH3:27])=[O:25])=[CH:20][CH:19]=2)[CH2:10][CH2:9]1)=[O:7])([CH3:4])([CH3:3])[CH3:2].